This data is from Reaction yield outcomes from USPTO patents with 853,638 reactions. The task is: Predict the reaction yield, written as a fraction of the theoretical maximum amount of product (1.0 means a 100% yield; for example, 0.34 means a 34% yield). (1) The reactants are [C:1](=[O:15])([O-:14])[O:2][C:3]1[CH:8]=[CH:7][C:6]([N+:9]([O-:11])=[O:10])=[CH:5][C:4]=1CCl.[I-:16].[Na+].[CH3:18]C(C)=O. No catalyst specified. The product is [C:1](=[O:15])([O:2][C:3]1[CH:8]=[CH:7][C:6]([N+:9]([O-:11])=[O:10])=[CH:5][CH:4]=1)[O:14][CH2:18][I:16]. The yield is 0.890. (2) The reactants are [CH3:1][C:2]1[O:3][C:4]([C:8]([OH:10])=O)=[C:5]([CH3:7])[N:6]=1.O1CCCC1.C(Cl)(=O)C(Cl)=O.[NH2:22][C:23]1[CH:24]=[C:25]([CH:42]=[CH:43][C:44]=1[CH3:45])[O:26][C:27]1[CH:28]=[CH:29][C:30]2[N:31]([CH:33]=[C:34]([NH:36][C:37]([CH:39]3[CH2:41][CH2:40]3)=[O:38])[N:35]=2)[N:32]=1. The catalyst is CN(C)C=O.CN(C)C(=O)C. The product is [CH:39]1([C:37]([NH:36][C:34]2[N:35]=[C:30]3[CH:29]=[CH:28][C:27]([O:26][C:25]4[CH:42]=[CH:43][C:44]([CH3:45])=[C:23]([NH:22][C:8]([C:4]5[O:3][C:2]([CH3:1])=[N:6][C:5]=5[CH3:7])=[O:10])[CH:24]=4)=[N:32][N:31]3[CH:33]=2)=[O:38])[CH2:40][CH2:41]1. The yield is 0.810. (3) The yield is 0.150. The reactants are [NH2:1][C:2]1[N:7]=[C:6](S(C)=O)[C:5]([C:11]#[N:12])=[C:4]([C:13]2S[CH:15]=[CH:16][CH:17]=2)[N:3]=1.Cl.[C:19]([C:22]1[CH:29]=[CH:28][C:25]([CH2:26][NH2:27])=[CH:24][CH:23]=1)([CH3:21])=[CH2:20].C1CCN2C(=NCCC2)CC1.[OH2:41]. The product is [NH2:1][C:2]1[N:3]=[C:4]([C:13]2[O:41][CH:15]=[CH:16][CH:17]=2)[C:5]([C:11]#[N:12])=[C:6]([NH:27][CH2:26][C:25]2[CH:24]=[CH:23][C:22]([C:19]([CH3:21])=[CH2:20])=[CH:29][CH:28]=2)[N:7]=1. The catalyst is COCCOC. (4) The reactants are CN1CCN(C2C=CC(NC3C4N(N=CN=4)C(C4C=C(C(N)=O)SC=4)=CN=3)=CC=2)CC1.[Br:32][C:33]1[N:38]2[N:39]=[CH:40][N:41]=[C:37]2[C:36](Br)=[N:35][CH:34]=1.[C:43]([N:47]1[CH2:52][CH2:51][N:50]([C:53]2[CH:58]=[CH:57][C:56]([NH2:59])=[CH:55][CH:54]=2)[CH2:49][CH2:48]1)([CH3:46])([CH3:45])[CH3:44].C(N(C(C)C)C(C)C)C. The catalyst is CC(O)C. The product is [Br:32][C:33]1[N:38]2[N:39]=[CH:40][N:41]=[C:37]2[C:36]([NH:59][C:56]2[CH:55]=[CH:54][C:53]([N:50]3[CH2:49][CH2:48][N:47]([C:43]([CH3:46])([CH3:45])[CH3:44])[CH2:52][CH2:51]3)=[CH:58][CH:57]=2)=[N:35][CH:34]=1. The yield is 0.920.